Predict the reaction yield, written as a fraction of the theoretical maximum amount of product (1.0 means a 100% yield; for example, 0.34 means a 34% yield). From a dataset of Buchwald-Hartwig C-N cross coupling reaction yields with 55,370 reactions. (1) The reactants are Ic1cccnc1.Cc1ccc(N)cc1.O=S(=O)(O[Pd]1c2ccccc2-c2ccccc2N~1)C(F)(F)F.COc1ccc(OC)c(P([C@]23C[C@H]4C[C@H](C[C@H](C4)C2)C3)[C@]23C[C@H]4C[C@H](C[C@H](C4)C2)C3)c1-c1c(C(C)C)cc(C(C)C)cc1C(C)C.CN1CCCN2CCCN=C12.CCOC(=O)c1cc(C)no1. No catalyst specified. The product is Cc1ccc(Nc2cccnc2)cc1. The yield is 0.945. (2) The reactants are COc1ccc(Cl)cc1.Cc1ccc(N)cc1.O=S(=O)(O[Pd]1c2ccccc2-c2ccccc2N~1)C(F)(F)F.CC(C)c1cc(C(C)C)c(-c2ccccc2P(C2CCCCC2)C2CCCCC2)c(C(C)C)c1.CN(C)C(=NC(C)(C)C)N(C)C.c1ccc2nocc2c1. No catalyst specified. The product is COc1ccc(Nc2ccc(C)cc2)cc1. The yield is 0. (3) The reactants are Clc1ccccn1.Cc1ccc(N)cc1.O=S(=O)(O[Pd]1c2ccccc2-c2ccccc2N~1)C(F)(F)F.COc1ccc(OC)c(P(C(C)(C)C)C(C)(C)C)c1-c1c(C(C)C)cc(C(C)C)cc1C(C)C.CCN=P(N=P(N(C)C)(N(C)C)N(C)C)(N(C)C)N(C)C.c1ccc(-c2cnoc2)cc1. No catalyst specified. The product is Cc1ccc(Nc2ccccn2)cc1. The yield is 0.237. (4) The reactants are CCc1ccc(Cl)cc1.Cc1ccc(N)cc1.O=S(=O)(O[Pd]1c2ccccc2-c2ccccc2N~1)C(F)(F)F.COc1ccc(OC)c(P([C@]23C[C@H]4C[C@H](C[C@H](C4)C2)C3)[C@]23C[C@H]4C[C@H](C[C@H](C4)C2)C3)c1-c1c(C(C)C)cc(C(C)C)cc1C(C)C.CN(C)C(=NC(C)(C)C)N(C)C.CCOC(=O)c1cc(OC)no1. No catalyst specified. The product is CCc1ccc(Nc2ccc(C)cc2)cc1. The yield is 0.00696.